Dataset: Reaction yield outcomes from USPTO patents with 853,638 reactions. Task: Predict the reaction yield, written as a fraction of the theoretical maximum amount of product (1.0 means a 100% yield; for example, 0.34 means a 34% yield). (1) The reactants are [F:1][C:2]([F:12])([F:11])[C:3]1([C:8]([OH:10])=O)[CH2:7][CH2:6][CH2:5][CH2:4]1.[NH:13]1[CH2:18][CH2:17][CH:16]([C:19]([O:21][CH2:22][CH3:23])=[O:20])[CH2:15][CH2:14]1.C(Cl)CCl.C1C=CC2N(O)N=NC=2C=1.CCN(C(C)C)C(C)C.[NH4+].[Cl-]. The catalyst is CN(C=O)C. The product is [F:11][C:2]([F:1])([F:12])[C:3]1([C:8]([N:13]2[CH2:18][CH2:17][CH:16]([C:19]([O:21][CH2:22][CH3:23])=[O:20])[CH2:15][CH2:14]2)=[O:10])[CH2:4][CH2:5][CH2:6][CH2:7]1. The yield is 0.450. (2) The catalyst is C(Cl)Cl.O. The reactants are [Br:1][C:2]1[C:3]([F:12])=[C:4]2[C:10]([NH2:11])=[CH:9][NH:8][C:5]2=[N:6][CH:7]=1.[O:13]1[CH2:17][CH2:16][CH2:15][CH:14]1[C:18](O)=[O:19].C(N(CC)CC)C.C1N(P(Cl)(N2C(=O)OCC2)=O)C(=O)OC1.[Li+].[OH-]. The product is [Br:1][C:2]1[C:3]([F:12])=[C:4]2[C:10]([NH:11][C:18]([CH:14]3[CH2:15][CH2:16][CH2:17][O:13]3)=[O:19])=[CH:9][NH:8][C:5]2=[N:6][CH:7]=1. The yield is 0.806. (3) The reactants are [C:1]([C:5]1[C:10]([N+:11]([O-])=O)=[CH:9][C:8]([OH:14])=[C:7]([Cl:15])[CH:6]=1)([CH3:4])([CH3:3])[CH3:2]. The catalyst is CO.[Ni]. The product is [C:1]([C:5]1[C:10]([NH2:11])=[CH:9][C:8]([OH:14])=[C:7]([Cl:15])[CH:6]=1)([CH3:4])([CH3:2])[CH3:3]. The yield is 0.780. (4) The reactants are [Br:1][C:2]1[CH:11]=[CH:10][C:5]([C:6]([NH:8][NH2:9])=[O:7])=[CH:4][CH:3]=1.S(=O)(=O)(O)O.[CH2:17](OC(OCC)OCC)C. No catalyst specified. The product is [Br:1][C:2]1[CH:11]=[CH:10][C:5]([C:6]2[O:7][CH:17]=[N:9][N:8]=2)=[CH:4][CH:3]=1. The yield is 0.899.